Dataset: Full USPTO retrosynthesis dataset with 1.9M reactions from patents (1976-2016). Task: Predict the reactants needed to synthesize the given product. (1) The reactants are: [Cl:1][C:2]1[CH:3]=[C:4]2[C:8](=[CH:9][C:10]=1[C:11]([F:14])([F:13])[F:12])[NH:7][C:6]([C:15]([OH:26])([CH3:25])[CH2:16][S:17][C:18]1[CH:23]=[CH:22][C:21]([F:24])=[CH:20][CH:19]=1)=[CH:5]2.[OH:27]OS([O-])=O.[K+].[OH2:33]. Given the product [Cl:1][C:2]1[CH:3]=[C:4]2[C:8](=[CH:9][C:10]=1[C:11]([F:12])([F:13])[F:14])[NH:7][C:6]([C:15]([OH:26])([CH3:25])[CH2:16][S:17]([C:18]1[CH:23]=[CH:22][C:21]([F:24])=[CH:20][CH:19]=1)(=[O:27])=[O:33])=[CH:5]2, predict the reactants needed to synthesize it. (2) Given the product [ClH:30].[ClH:30].[Cl:30][C:27]1[CH:28]=[CH:29][C:24]2[N:23]([CH2:31][C:32]([CH3:35])([CH3:34])[CH3:33])[C:22](=[O:36])[C@@H:21]([CH2:37][C:57](=[O:58])[N:59]3[CH2:60][CH2:61][NH:62][CH2:63][CH2:64]3)[O:20][C@H:19]([C:15]3[CH:16]=[CH:17][CH:18]=[C:13]([O:12][CH2:11][CH2:10][CH2:9][NH:8][CH2:43][CH2:44][CH2:45][C:46]4[CH:51]=[CH:50][CH:49]=[CH:48][CH:47]=4)[C:14]=3[O:41][CH3:42])[C:25]=2[CH:26]=1, predict the reactants needed to synthesize it. The reactants are: C(OC([N:8]([CH2:43][CH2:44][CH2:45][C:46]1[CH:51]=[CH:50][CH:49]=[CH:48][CH:47]=1)[CH2:9][CH2:10][CH2:11][O:12][C:13]1[C:14]([O:41][CH3:42])=[C:15]([C@@H:19]2[C:25]3[CH:26]=[C:27]([Cl:30])[CH:28]=[CH:29][C:24]=3[N:23]([CH2:31][C:32]([CH3:35])([CH3:34])[CH3:33])[C:22](=[O:36])[C@@H:21]([CH2:37]C(O)=O)[O:20]2)[CH:16]=[CH:17][CH:18]=1)=O)(C)(C)C.C(O[C:57]([N:59]1[CH2:64][CH2:63][NH:62][CH2:61][CH2:60]1)=[O:58])(C)(C)C. (3) Given the product [Cl:17][C:18]1[N:26]=[C:25]2[C:21]([N:22]=[CH:23][N:24]2[CH2:10][CH:7]2[CH2:9][CH2:8]2)=[C:20]([N:27]2[CH2:28][CH2:29][O:30][CH2:31][CH2:32]2)[N:19]=1, predict the reactants needed to synthesize it. The reactants are: C(=O)([O-])[O-].[K+].[K+].[CH:7]1([CH2:10]Br)[CH2:9][CH2:8]1.CN(C)C=O.[Cl:17][C:18]1[N:26]=[C:25]2[C:21]([N:22]=[CH:23][NH:24]2)=[C:20]([N:27]2[CH2:32][CH2:31][O:30][CH2:29][CH2:28]2)[N:19]=1. (4) Given the product [CH3:1][O:2][C:3](=[O:21])[CH2:4][C:5]1[CH:10]=[CH:9][CH:8]=[C:7]([O:11][C:12]2[CH:17]=[CH:16][C:15]([Br:18])=[CH:14][C:13]=2[CH2:19][NH:31][C@@H:23]([CH3:22])[CH2:24][C:25]2[CH:30]=[CH:29][CH:28]=[CH:27][CH:26]=2)[CH:6]=1, predict the reactants needed to synthesize it. The reactants are: [CH3:1][O:2][C:3](=[O:21])[CH2:4][C:5]1[CH:10]=[CH:9][CH:8]=[C:7]([O:11][C:12]2[CH:17]=[CH:16][C:15]([Br:18])=[CH:14][C:13]=2[CH:19]=O)[CH:6]=1.[CH3:22][C@H:23]([NH2:31])[CH2:24][C:25]1[CH:30]=[CH:29][CH:28]=[CH:27][CH:26]=1.[CH3:22][C@H:23]([NH2:31])[CH2:24][C:25]1[CH:30]=[CH:29][CH:28]=[CH:27][CH:26]=1.OS(O)(=O)=O. (5) Given the product [CH3:1][O:2][C:3]1[CH:4]=[C:5]2[CH2:14][CH:13]([CH2:15][CH:16]3[CH2:17][CH2:18][N:19]([CH2:22][C:23]4[CH:28]=[CH:27][CH:26]=[CH:25][CH:24]=4)[CH2:20][CH2:21]3)[C:11](=[O:12])[C:6]2=[CH:7][C:8]=1[O:9][CH3:10].[C:29]([O:32][C:33]1[C:34](=[CH:38][CH:39]=[CH:40][CH:41]=1)[C:35]([O-:37])=[O:36])(=[O:31])[CH3:30], predict the reactants needed to synthesize it. The reactants are: [CH3:1][O:2][C:3]1[CH:4]=[C:5]2[CH2:14][CH:13]([CH2:15][CH:16]3[CH2:21][CH2:20][N:19]([CH2:22][C:23]4[CH:24]=[CH:25][CH:26]=[CH:27][CH:28]=4)[CH2:18][CH2:17]3)[C:11](=[O:12])[C:6]2=[CH:7][C:8]=1[O:9][CH3:10].[C:29]([O:32][C:33]1[C:34](=[CH:38][CH:39]=[CH:40][CH:41]=1)[C:35]([OH:37])=[O:36])(=[O:31])[CH3:30].